Dataset: Forward reaction prediction with 1.9M reactions from USPTO patents (1976-2016). Task: Predict the product of the given reaction. (1) Given the reactants [N+:1]([C:4]1[CH:9]=[CH:8][CH:7]=[CH:6][C:5]=1[S:10](Cl)(=[O:12])=[O:11])([O-:3])=[O:2].[CH3:14][OH:15].C[O-].[Na+].Cl, predict the reaction product. The product is: [CH3:14][O:15][S:10]([C:5]1[CH:6]=[CH:7][CH:8]=[CH:9][C:4]=1[N+:1]([O-:3])=[O:2])(=[O:11])=[O:12]. (2) Given the reactants [CH2:1]([O:3][CH2:4][O:5][C:6]([CH3:11])([CH3:10])[C:7]([O-:9])=[O:8])[CH3:2].[Cs+].[I-].[Cs+].[NH2:15][C:16](=[O:59])[C:17]([CH3:58])([CH3:57])[CH2:18][NH:19][C:20]([C@H:22]([CH:54]([CH3:56])[CH3:55])[CH2:23][C@@H:24]1[O:28][CH2:27][N:26]([C:29]([O:31][CH2:32]Cl)=[O:30])[C@H:25]1[CH2:34][C@H:35]([CH2:39][C:40]1[CH:45]=[CH:44][C:43]([O:46][CH3:47])=[C:42]([O:48][CH2:49][CH2:50][CH2:51][O:52][CH3:53])[CH:41]=1)[CH:36]([CH3:38])[CH3:37])=[O:21], predict the reaction product. The product is: [NH2:15][C:16](=[O:59])[C:17]([CH3:57])([CH3:58])[CH2:18][NH:19][C:20]([C@H:22]([CH:54]([CH3:55])[CH3:56])[CH2:23][C@@H:24]1[O:28][CH2:27][N:26]([C:29]([O:31][CH2:32][O:8][C:7](=[O:9])[C:6]([CH3:10])([O:5][CH2:4][O:3][CH2:1][CH3:2])[CH3:11])=[O:30])[C@H:25]1[CH2:34][C@H:35]([CH2:39][C:40]1[CH:45]=[CH:44][C:43]([O:46][CH3:47])=[C:42]([O:48][CH2:49][CH2:50][CH2:51][O:52][CH3:53])[CH:41]=1)[CH:36]([CH3:37])[CH3:38])=[O:21].